This data is from Reaction yield outcomes from USPTO patents with 853,638 reactions. The task is: Predict the reaction yield, written as a fraction of the theoretical maximum amount of product (1.0 means a 100% yield; for example, 0.34 means a 34% yield). (1) The reactants are [F:8][C:7]([F:10])([F:9])[C:6](O[C:6](=[O:11])[C:7]([F:10])([F:9])[F:8])=[O:11].[F:14][C:15]1[CH:16]=[CH:17]/[C:18](=[N:25]\S(C2C=CC(C)=CC=2)(=O)=O)/[N:19]([CH2:21][C:22]([NH2:24])=O)[CH:20]=1. The catalyst is ClCCl. The product is [F:10][C:7]([F:8])([F:9])[C:6]([NH:24][C:22]1[N:25]=[C:18]2[CH:17]=[CH:16][C:15]([F:14])=[CH:20][N:19]2[CH:21]=1)=[O:11]. The yield is 0.550. (2) The catalyst is C(OCC)(=O)C.C(=O)([O-])O.[Na+]. The reactants are [CH3:1][N:2]1[C:6]2[C:7]([C:11]([O:13][CH3:14])=[O:12])=[CH:8][CH:9]=[CH:10][C:5]=2[NH:4][C:3]1=[O:15].CC(C)C#N.[Cl:21]N1C(=O)CCC1=O. The product is [Cl:21][C:10]1[C:5]2[NH:4][C:3](=[O:15])[N:2]([CH3:1])[C:6]=2[C:7]([C:11]([O:13][CH3:14])=[O:12])=[CH:8][CH:9]=1. The yield is 0.240.